This data is from Peptide-MHC class II binding affinity with 134,281 pairs from IEDB. The task is: Regression. Given a peptide amino acid sequence and an MHC pseudo amino acid sequence, predict their binding affinity value. This is MHC class II binding data. The peptide sequence is TFVLKKEVSETQHGT. The MHC is DRB1_0401 with pseudo-sequence DRB1_0401. The binding affinity (normalized) is 0.624.